This data is from Full USPTO retrosynthesis dataset with 1.9M reactions from patents (1976-2016). The task is: Predict the reactants needed to synthesize the given product. (1) The reactants are: [Cl:1][C:2]1[C:3]2[CH:10]=[CH:9][N:8]([S:11]([C:14]3[CH:19]=[CH:18][CH:17]=[CH:16][CH:15]=3)(=[O:13])=[O:12])[C:4]=2[N:5]=[CH:6][N:7]=1.[CH3:20]N(CCN(C)C)C.[Li]CCCC.CI. Given the product [Cl:1][C:2]1[C:3]2[CH:10]=[C:9]([CH3:20])[N:8]([S:11]([C:14]3[CH:19]=[CH:18][CH:17]=[CH:16][CH:15]=3)(=[O:13])=[O:12])[C:4]=2[N:5]=[CH:6][N:7]=1, predict the reactants needed to synthesize it. (2) Given the product [CH3:21][C:15]1([CH3:22])[C:16](=[O:17])[NH:3][C:4]2[CH:9]=[CH:8][C:7]([N+:10]([O-:12])=[O:11])=[CH:6][C:5]=2[O:13]1, predict the reactants needed to synthesize it. The reactants are: [F-].[K+].[NH2:3][C:4]1[CH:9]=[CH:8][C:7]([N+:10]([O-:12])=[O:11])=[CH:6][C:5]=1[OH:13].Br[C:15]([CH3:22])([CH3:21])[C:16](OCC)=[O:17]. (3) The reactants are: [O:1]=[C:2]1[NH:7][C:6](=[O:8])[CH:5]=[C:4]([O:9][CH2:10][CH2:11][CH3:12])[N:3]1[CH2:13][C:14]1[CH:19]=[CH:18][C:17]([C:20]2[C:21]([C:26]#[N:27])=[CH:22][CH:23]=[CH:24][CH:25]=2)=[CH:16][CH:15]=1.Br[CH2:29][C:30]([C:32]1[CH:37]=[CH:36][C:35]([O:38][CH3:39])=[CH:34][CH:33]=1)=[O:31].CN(C)C=O.[H-].[Na+]. Given the product [CH3:39][O:38][C:35]1[CH:36]=[CH:37][C:32]([C:30](=[O:31])[CH2:29][N:7]2[C:6](=[O:8])[CH:5]=[C:4]([O:9][CH2:10][CH2:11][CH3:12])[N:3]([CH2:13][C:14]3[CH:19]=[CH:18][C:17]([C:20]4[C:21]([C:26]#[N:27])=[CH:22][CH:23]=[CH:24][CH:25]=4)=[CH:16][CH:15]=3)[C:2]2=[O:1])=[CH:33][CH:34]=1, predict the reactants needed to synthesize it. (4) Given the product [CH3:30][C:5]([CH:11]1[CH2:20][CH2:19][C:18]2[C:13](=[CH:14][CH:15]=[C:16]([CH2:21][CH2:22][CH2:23][CH2:24][CH2:25][CH2:26][CH2:27][CH3:28])[CH:17]=2)[CH2:12]1)([C:4]([O:3][CH2:1][CH3:2])=[O:31])[C:6]([O:8][CH2:9][CH3:10])=[O:7], predict the reactants needed to synthesize it. The reactants are: [CH2:1]([O:3][C:4](=[O:31])[C:5]([CH3:30])([CH:11]1[CH2:20][CH2:19][C:18]2[C:13](=[CH:14][CH:15]=[C:16]([CH2:21][CH2:22][CH2:23][CH2:24][CH2:25][CH2:26][CH2:27][CH3:28])[CH:17]=2)[C:12]1=O)[C:6]([O:8][CH2:9][CH3:10])=[O:7])[CH3:2].C(Cl)Cl.C([SiH](CC)CC)C. (5) Given the product [C:5]([C:4]1[CH:7]=[CH:8][CH:9]=[CH:10][C:3]=1/[CH:1]=[CH:12]/[C:13]([OH:15])=[O:14])#[N:6], predict the reactants needed to synthesize it. The reactants are: [CH:1]([C:3]1[CH:10]=[CH:9][CH:8]=[CH:7][C:4]=1[C:5]#[N:6])=O.C(O)(=O)[CH2:12][C:13]([OH:15])=[O:14].N1CCCCC1.Cl. (6) Given the product [F:18][C:2]([F:17])([F:1])[C:3]1[CH:4]=[CH:5][C:6]([C:9]2[N:14]=[C:13]([CH:15]([OH:16])[CH2:19][CH2:20][CH2:21][CH2:22][CH3:23])[CH:12]=[CH:11][CH:10]=2)=[CH:7][CH:8]=1, predict the reactants needed to synthesize it. The reactants are: [F:1][C:2]([F:18])([F:17])[C:3]1[CH:8]=[CH:7][C:6]([C:9]2[N:14]=[C:13]([CH:15]=[O:16])[CH:12]=[CH:11][CH:10]=2)=[CH:5][CH:4]=1.[CH2:19]([Mg]Br)[CH2:20][CH2:21][CH2:22][CH3:23]. (7) Given the product [CH2:1]([N:8]([CH2:21][C:22]1[CH:27]=[CH:26][C:25]([O:28][C:29]2[CH:34]=[CH:33][CH:32]=[C:31]([O:35][CH2:36][CH2:37][CH2:38][OH:39])[CH:30]=2)=[CH:24][CH:23]=1)[C:9]1[C:10]([CH3:20])=[C:11]([NH:15][S:16]([CH3:19])(=[O:17])=[O:18])[CH:12]=[CH:13][CH:14]=1)[C:2]1[CH:7]=[CH:6][CH:5]=[CH:4][CH:3]=1, predict the reactants needed to synthesize it. The reactants are: [CH2:1]([N:8]([CH2:21][C:22]1[CH:27]=[CH:26][C:25]([O:28][C:29]2[CH:34]=[CH:33][CH:32]=[C:31]([O:35][CH2:36][CH2:37][CH2:38][O:39][Si](C(C)(C)C)(C)C)[CH:30]=2)=[CH:24][CH:23]=1)[C:9]1[C:10]([CH3:20])=[C:11]([NH:15][S:16]([CH3:19])(=[O:18])=[O:17])[CH:12]=[CH:13][CH:14]=1)[C:2]1[CH:7]=[CH:6][CH:5]=[CH:4][CH:3]=1.[F-].C([N+](CCCC)(CCCC)CCCC)CCC. (8) Given the product [O:1]=[C:2]1[NH:6][C:5](=[O:7])[CH:4]([CH2:8][C:9]2[CH:10]=[CH:11][C:12]([O:19][CH2:27][CH2:28][N:29]3[C:33]4[CH:34]=[C:35]([C:39]5[N:43]([CH3:44])[C:42]6[CH:45]=[CH:46][CH:47]=[CH:48][C:41]=6[N:40]=5)[CH:36]=[C:37]([CH3:38])[C:32]=4[N:31]=[C:30]3[CH2:49][CH2:50][CH3:51])=[C:13]([CH:18]=2)[C:14]([O:16][CH3:17])=[O:15])[S:3]1, predict the reactants needed to synthesize it. The reactants are: [O:1]=[C:2]1[NH:6][C:5](=[O:7])[CH:4]([CH2:8][C:9]2[CH:10]=[CH:11][C:12]([OH:19])=[C:13]([CH:18]=2)[C:14]([O:16][CH3:17])=[O:15])[S:3]1.C(=O)([O-])[O-].[Cs+].[Cs+].Br[CH2:27][CH2:28][N:29]1[C:33]2[CH:34]=[C:35]([C:39]3[N:43]([CH3:44])[C:42]4[CH:45]=[CH:46][CH:47]=[CH:48][C:41]=4[N:40]=3)[CH:36]=[C:37]([CH3:38])[C:32]=2[N:31]=[C:30]1[CH2:49][CH2:50][CH3:51].O. (9) Given the product [Cl:1][C:2]1[N:7]=[C:6]([C:8]2[S:32][C:30]([CH2:29][F:28])=[N:31][C:9]=2[C:11]2[CH:12]=[C:13]([NH:17][C:18](=[O:27])[C:19]3[C:24]([F:25])=[CH:23][CH:22]=[CH:21][C:20]=3[F:26])[CH:14]=[CH:15][CH:16]=2)[CH:5]=[CH:4][N:3]=1, predict the reactants needed to synthesize it. The reactants are: [Cl:1][C:2]1[N:7]=[C:6]([CH2:8][C:9]([C:11]2[CH:12]=[C:13]([NH:17][C:18](=[O:27])[C:19]3[C:24]([F:25])=[CH:23][CH:22]=[CH:21][C:20]=3[F:26])[CH:14]=[CH:15][CH:16]=2)=O)[CH:5]=[CH:4][N:3]=1.[F:28][CH2:29][C:30](=[S:32])[NH2:31].